This data is from Reaction yield outcomes from USPTO patents with 853,638 reactions. The task is: Predict the reaction yield, written as a fraction of the theoretical maximum amount of product (1.0 means a 100% yield; for example, 0.34 means a 34% yield). (1) The reactants are Cl.[CH3:2][O:3][C:4]1[CH:16]=[CH:15][C:7]([CH2:8][C@@H:9]([C:11]([O:13][CH3:14])=[O:12])[NH2:10])=[CH:6][CH:5]=1.C(N(CC)CC)C.[O:24]1[C:28]2[CH:29]=[CH:30][CH:31]=[CH:32][C:27]=2[CH:26]=[C:25]1[C:33](O)=[O:34].CCN=C=NCCCN(C)C.Cl. The catalyst is C(Cl)Cl. The product is [O:24]1[C:28]2[CH:29]=[CH:30][CH:31]=[CH:32][C:27]=2[CH:26]=[C:25]1[C:33]([NH:10][C@H:9]([C:11]([O:13][CH3:14])=[O:12])[CH2:8][C:7]1[CH:6]=[CH:5][C:4]([O:3][CH3:2])=[CH:16][CH:15]=1)=[O:34]. The yield is 0.960. (2) The reactants are [N+:1]([C:4]1[CH:16]=[CH:15][C:7]([O:8][C:9]2[CH:10]=[N:11][CH:12]=[CH:13][CH:14]=2)=[CH:6][CH:5]=1)([O-])=O. The catalyst is CCOC(C)=O.C(OCC)C. The product is [N:11]1[CH:12]=[CH:13][CH:14]=[C:9]([O:8][C:7]2[CH:15]=[CH:16][C:4]([NH2:1])=[CH:5][CH:6]=2)[CH:10]=1. The yield is 0.950. (3) The reactants are [CH2:1]([N:3]([CH2:18][CH3:19])[CH2:4][CH2:5][NH:6][C:7]([C:9]1[C:13]([CH3:14])=[C:12]([CH:15]=O)[NH:11][C:10]=1[CH3:17])=[O:8])[CH3:2].[F:20][C:21]1[CH:22]=[C:23]2[C:27](=[CH:28][CH:29]=1)[NH:26][C:25](=[O:30])[CH2:24]2.N1CCCC1. The catalyst is C(O)C. The product is [CH2:1]([N:3]([CH2:18][CH3:19])[CH2:4][CH2:5][NH:6][C:7]([C:9]1[C:13]([CH3:14])=[C:12](/[CH:15]=[C:24]2\[C:25](=[O:30])[NH:26][C:27]3[C:23]\2=[CH:22][C:21]([F:20])=[CH:29][CH:28]=3)[NH:11][C:10]=1[CH3:17])=[O:8])[CH3:2]. The yield is 0.880. (4) The reactants are [H-].[Na+].[C:3]([C:5]1[CH:6]=[C:7]2[C:11](=[CH:12][CH:13]=1)[NH:10][C:9](=[O:14])[CH2:8]2)#[N:4].[Cl:15][C:16]1[C:25]2[C:20](=[CH:21][C:22]([O:26][CH2:27][CH2:28][O:29][CH2:30][CH2:31][O:32][CH3:33])=[CH:23][CH:24]=2)[N:19]=[CH:18][N:17]=1. The product is [ClH:15].[OH:14][C:9]1[NH:10][C:11]2[C:7]([C:8]=1[C:16]1[C:25]3[C:20](=[CH:21][C:22]([O:26][CH2:27][CH2:28][O:29][CH2:30][CH2:31][O:32][CH3:33])=[CH:23][CH:24]=3)[N:19]=[CH:18][N:17]=1)=[CH:6][C:5]([C:3]#[N:4])=[CH:13][CH:12]=2. The yield is 0.780. The catalyst is O1CCCC1.CN1CCCC1=O. (5) The reactants are S([N:11]1[C:23]2[C:22]([C:29]([F:32])([F:31])[F:30])([O:24][Si](C)(C)C)[CH2:21][CH2:20][CH2:19][C:18]=2[C:17]2[C:12]1=[CH:13][CH:14]=[C:15]([C:33]#[N:34])[CH:16]=2)(C1C=CC(C)=CC=1)(=O)=O.[OH-].[K+]. The catalyst is C1COCC1.O. The product is [OH:24][C:22]1([C:29]([F:32])([F:30])[F:31])[C:23]2[NH:11][C:12]3[C:17](=[CH:16][C:15]([C:33]#[N:34])=[CH:14][CH:13]=3)[C:18]=2[CH2:19][CH2:20][CH2:21]1. The yield is 0.790. (6) The reactants are [N:1]1([CH2:10][C:11]2[N:15]3[CH2:16][CH2:17][O:18][C:19]4[CH:24]=[CH:23][C:22](Br)=[CH:21][C:20]=4[C:14]3=[N:13][C:12]=2[C:26]([NH2:28])=[O:27])[C:5]2=[N:6][CH:7]=[CH:8][CH:9]=[C:4]2[CH:3]=[N:2]1.BrC1C=CC2OCCN3C(CN4C=CN=C4C)=C(C(N)=O)N=C3C=2C=1.N1C2C(=CC=NC=2)C=N1.[CH3:63][C:64]([OH:68])([C:66]#[CH:67])[CH3:65]. No catalyst specified. The product is [N:1]1([CH2:10][C:11]2[N:15]3[CH2:16][CH2:17][O:18][C:19]4[CH:24]=[CH:23][C:22]([C:67]#[C:66][C:64]([OH:68])([CH3:65])[CH3:63])=[CH:21][C:20]=4[C:14]3=[N:13][C:12]=2[C:26]([NH2:28])=[O:27])[C:5]2=[N:6][CH:7]=[CH:8][CH:9]=[C:4]2[CH:3]=[N:2]1. The yield is 0.400. (7) The reactants are [F:1][C:2]1[CH:7]=[CH:6][C:5]([C:8]([C:10]2[CH:15]=[C:14]([O:16][C:17]([F:22])([F:21])[CH:18]([F:20])[F:19])[CH:13]=[C:12]([F:23])[CH:11]=2)=O)=[CH:4][C:3]=1[O:24][CH:25]([CH3:27])[CH3:26].Cl.[NH2:29][OH:30]. The catalyst is N1C=CC=CC=1. The product is [F:1][C:2]1[CH:7]=[CH:6][C:5]([C:8]([C:10]2[CH:15]=[C:14]([O:16][C:17]([F:22])([F:21])[CH:18]([F:20])[F:19])[CH:13]=[C:12]([F:23])[CH:11]=2)=[N:29][OH:30])=[CH:4][C:3]=1[O:24][CH:25]([CH3:27])[CH3:26]. The yield is 0.770. (8) The reactants are [Cl:1][C:2]1[CH:7]=[C:6]([CH3:8])[C:5]([N+:9]([O-:11])=[O:10])=[CH:4][N:3]=1.CO[CH:14](OC)[N:15]([CH3:17])[CH3:16]. The catalyst is CN(C=O)C. The product is [Cl:1][C:2]1[CH:7]=[C:6](/[CH:8]=[CH:14]/[N:15]([CH3:17])[CH3:16])[C:5]([N+:9]([O-:11])=[O:10])=[CH:4][N:3]=1. The yield is 0.960.